This data is from Full USPTO retrosynthesis dataset with 1.9M reactions from patents (1976-2016). The task is: Predict the reactants needed to synthesize the given product. (1) Given the product [Cl-:25].[N+:1]([C:4]1[CH:9]=[CH:8][C:7]([CH2:10][CH2:11][CH:12]2[CH2:13][CH2:14][NH2+:15][CH2:16][CH2:17]2)=[CH:6][CH:5]=1)([O-:3])=[O:2], predict the reactants needed to synthesize it. The reactants are: [N+:1]([C:4]1[CH:9]=[CH:8][C:7]([CH2:10][CH2:11][CH:12]2[CH2:17][CH2:16][N:15](C(OC(C)(C)C)=O)[CH2:14][CH2:13]2)=[CH:6][CH:5]=1)([O-:3])=[O:2].[ClH:25]. (2) Given the product [Cl:11][C:12]1[N:13]=[CH:14][C:15]([CH2:18][NH:9][CH2:8][CH2:7][NH2:10])=[CH:16][CH:17]=1, predict the reactants needed to synthesize it. The reactants are: C(=O)([O-])[O-].[K+].[K+].[CH2:7]([NH2:10])[CH2:8][NH2:9].[Cl:11][C:12]1[CH:17]=[CH:16][C:15]([CH2:18]Cl)=[CH:14][N:13]=1. (3) Given the product [CH:1]1([CH2:4][NH:5][CH:13]2[CH2:18][CH2:17][N:16]([CH2:19][CH2:20][C@@H:21]([C:32]3[CH:33]=[C:34]([F:39])[CH:35]=[C:36]([F:38])[CH:37]=3)[CH:22]3[CH2:23][CH2:24][N:25]([S:28]([CH3:31])(=[O:29])=[O:30])[CH2:26][CH2:27]3)[CH2:15][CH2:14]2)[CH2:2][CH2:3]1, predict the reactants needed to synthesize it. The reactants are: [CH:1]1([CH2:4][N:5]([CH:13]2[CH2:18][CH2:17][N:16]([CH2:19][CH2:20][C@@H:21]([C:32]3[CH:37]=[C:36]([F:38])[CH:35]=[C:34]([F:39])[CH:33]=3)[CH:22]3[CH2:27][CH2:26][N:25]([S:28]([CH3:31])(=[O:30])=[O:29])[CH2:24][CH2:23]3)[CH2:15][CH2:14]2)C(=O)OC(C)(C)C)[CH2:3][CH2:2]1. (4) Given the product [Cl:14][C:9]1[CH:10]=[CH:11][CH:12]=[CH:13][C:8]=1[C:4](=[C:5]([Cl:6])[Cl:7])[C:3]([OH:15])=[O:2], predict the reactants needed to synthesize it. The reactants are: C[O:2][C:3](=[O:15])[C:4]([C:8]1[CH:13]=[CH:12][CH:11]=[CH:10][C:9]=1[Cl:14])=[C:5]([Cl:7])[Cl:6].[OH-].[K+].Cl.